Dataset: Catalyst prediction with 721,799 reactions and 888 catalyst types from USPTO. Task: Predict which catalyst facilitates the given reaction. (1) Reactant: [NH:1]1[CH2:6][CH2:5][O:4][CH2:3][CH2:2]1.[CH3:7][O:8][C:9](=[O:20])[C:10]1[CH:15]=[C:14](F)[CH:13]=[CH:12][C:11]=1[N+:17]([O-:19])=[O:18].O. Product: [CH3:7][O:8][C:9](=[O:20])[C:10]1[CH:15]=[C:14]([N:1]2[CH2:6][CH2:5][O:4][CH2:3][CH2:2]2)[CH:13]=[CH:12][C:11]=1[N+:17]([O-:19])=[O:18]. The catalyst class is: 3. (2) Reactant: [NH2:1][C:2]1[C:9]([O:10][CH3:11])=[CH:8][C:7]([Br:12])=[CH:6][C:3]=1[CH:4]=O.[NH2:13][C:14](N)=[O:15]. Product: [Br:12][C:7]1[CH:6]=[C:3]2[C:2](=[C:9]([O:10][CH3:11])[CH:8]=1)[N:1]=[C:14]([OH:15])[N:13]=[CH:4]2. The catalyst class is: 6.